This data is from Reaction yield outcomes from USPTO patents with 853,638 reactions. The task is: Predict the reaction yield, written as a fraction of the theoretical maximum amount of product (1.0 means a 100% yield; for example, 0.34 means a 34% yield). (1) The reactants are [F:1][C:2]([F:26])([F:25])[C:3]1[CH:20]=[C:19]([C:21]([F:24])([F:23])[F:22])[CH:18]=[CH:17][C:4]=1[CH2:5][O:6][C:7]1[CH:14]=[CH:13][C:10](C=O)=[CH:9][C:8]=1[O:15][CH3:16].[NH:27]=[C:28]1[N:32](C(C2C=CC=CC=2)=O)[C:31](=[O:41])[NH:30][CH2:29]1.N1CCCC[CH2:43]1. The catalyst is C(O)C. The product is [F:26][C:2]([F:25])([F:1])[C:3]1[CH:20]=[C:19]([C:21]([F:24])([F:22])[F:23])[CH:18]=[CH:17][C:4]=1[CH2:5][O:6][C:7]1[CH:14]=[CH:13][C:10](/[CH:43]=[C:29]2\[NH:30][C:31](=[O:41])[NH:32][C:28]\2=[NH:27])=[CH:9][C:8]=1[O:15][CH3:16]. The yield is 0.0900. (2) The reactants are [N+:1]([C:4]1[CH:5]=[C:6]2[CH2:12][C@@:11]3([CH:17]4[CH2:18][CH2:19][N:14]([CH2:15][CH2:16]4)[CH2:13]3)[O:10][C:7]2=[N:8][CH:9]=1)([O-])=O. The catalyst is CO. The product is [NH2:1][C:4]1[CH:5]=[C:6]2[CH2:12][C@@:11]3([CH:17]4[CH2:16][CH2:15][N:14]([CH2:19][CH2:18]4)[CH2:13]3)[O:10][C:7]2=[N:8][CH:9]=1. The yield is 0.920. (3) The product is [C:1]([O:5][C:6](=[O:23])[N:7]([CH2:8][CH2:9][O:10][C:11]1[CH:12]=[CH:13][C:14]([NH2:17])=[CH:15][CH:16]=1)[CH:20]([CH3:21])[CH3:22])([CH3:3])([CH3:4])[CH3:2]. The yield is 0.990. The catalyst is C(O)C.[Pd]. The reactants are [C:1]([O:5][C:6](=[O:23])[N:7]([CH:20]([CH3:22])[CH3:21])[CH2:8][CH2:9][O:10][C:11]1[CH:16]=[CH:15][C:14]([N+:17]([O-])=O)=[CH:13][CH:12]=1)([CH3:4])([CH3:3])[CH3:2]. (4) The catalyst is C1COCC1. The reactants are C([O:3][C:4](=[O:22])[C:5]1[CH:17]=[C:16]([CH:18]=[C:19]([F:21])[F:20])[CH:15]=[C:7]([C:8]([N:10]([CH3:14])[CH2:11][CH2:12][CH3:13])=[O:9])[CH:6]=1)C.[OH-].[Li+].Cl. The yield is 0.440. The product is [F:20][C:19]([F:21])=[CH:18][C:16]1[CH:15]=[C:7]([C:8]([N:10]([CH3:14])[CH2:11][CH2:12][CH3:13])=[O:9])[CH:6]=[C:5]([CH:17]=1)[C:4]([OH:22])=[O:3]. (5) The reactants are [F:1][CH2:2][CH2:3][N:4]1[CH2:9][CH2:8][N:7]([C:10]2[CH:11]=[N:12][C:13]([N+:16]([O-])=O)=[CH:14][CH:15]=2)[CH2:6][CH2:5]1. The catalyst is C(O)C. The product is [F:1][CH2:2][CH2:3][N:4]1[CH2:5][CH2:6][N:7]([C:10]2[CH:15]=[CH:14][C:13]([NH2:16])=[N:12][CH:11]=2)[CH2:8][CH2:9]1. The yield is 1.00. (6) The product is [Cl:25][C:8]1[N:6]2[CH:7]=[C:2]([C:36]3[CH:37]=[CH:38][NH:34][CH:35]=3)[CH:3]=[C:4]([C:26]([F:29])([F:28])[F:27])[C:5]2=[N:10][C:9]=1[C:11]([N:13]1[CH2:17][CH2:16][CH:15]([C:18]2[CH:23]=[CH:22][CH:21]=[C:20]([F:24])[CH:19]=2)[CH2:14]1)=[O:12]. The reactants are Br[C:2]1[CH:3]=[C:4]([C:26]([F:29])([F:28])[F:27])[C:5]2[N:6]([C:8]([Cl:25])=[C:9]([C:11]([N:13]3[CH2:17][CH2:16][CH:15]([C:18]4[CH:23]=[CH:22][CH:21]=[C:20]([F:24])[CH:19]=4)[CH2:14]3)=[O:12])[N:10]=2)[CH:7]=1.C([Si](C(C)C)(C(C)C)[N:34]1[CH:38]=[CH:37][C:36](B(O)O)=[CH:35]1)(C)C.[O-]P([O-])([O-])=O.[K+].[K+].[K+].C([O-])([O-])=O.[K+].[K+]. The catalyst is O1CCOCC1.O.CCOC(C)=O.C1C=CC([P]([Pd]([P](C2C=CC=CC=2)(C2C=CC=CC=2)C2C=CC=CC=2)([P](C2C=CC=CC=2)(C2C=CC=CC=2)C2C=CC=CC=2)[P](C2C=CC=CC=2)(C2C=CC=CC=2)C2C=CC=CC=2)(C2C=CC=CC=2)C2C=CC=CC=2)=CC=1. The yield is 0.550. (7) The reactants are Br[C:2]1[CH:3]=[C:4]2[NH:10][C:9](=[O:11])[C:8]3([CH2:16][CH2:15][O:14][CH2:13][CH2:12]3)[C:5]2=[N:6][CH:7]=1.[B:17]1(B2OC(C)(C)C(C)(C)O2)[O:21]C(C)(C)C(C)(C)[O:18]1.C([O-])(=O)C.[K+].CS(C)=O. The catalyst is C(OCC)(=O)C. The product is [O:11]=[C:9]1[NH:10][C:4]2[C:5](=[N:6][CH:7]=[C:2]([B:17]([OH:21])[OH:18])[CH:3]=2)[C:8]21[CH2:16][CH2:15][O:14][CH2:13][CH2:12]2. The yield is 1.00. (8) The reactants are [Cl:1][C:2]1[CH:7]=[C:6]([Cl:8])[CH:5]=[CH:4][C:3]=1[N:9]1[C:14]2=[N:15][C:16]3[C:17](=[C:18]([C:22]([O:24]C)=[O:23])[CH:19]=[CH:20][CH:21]=3)[N:13]2[CH2:12][CH2:11][CH2:10]1.[OH-].[Na+].Cl. The catalyst is CO. The product is [Cl:1][C:2]1[CH:7]=[C:6]([Cl:8])[CH:5]=[CH:4][C:3]=1[N:9]1[C:14]2=[N:15][C:16]3[C:17](=[C:18]([C:22]([OH:24])=[O:23])[CH:19]=[CH:20][CH:21]=3)[N:13]2[CH2:12][CH2:11][CH2:10]1. The yield is 0.880.